This data is from Catalyst prediction with 721,799 reactions and 888 catalyst types from USPTO. The task is: Predict which catalyst facilitates the given reaction. (1) Reactant: [C:1]1([C:7]#[C:8][C:9]2[N:14]=[C:13]([C:15]([OH:17])=O)[CH:12]=[CH:11][CH:10]=2)[CH:6]=[CH:5][CH:4]=[CH:3][CH:2]=1.CN(C(ON1N=NC2C=CC=CC1=2)=[N+](C)C)C.F[P-](F)(F)(F)(F)F.CCN(C(C)C)C(C)C.[CH3:51][O:52][C:53]([C:55]1[C:63]2[N:62]=[C:61]([NH2:64])[NH:60][C:59]=2[CH:58]=[CH:57][CH:56]=1)=[O:54]. Product: [CH3:51][O:52][C:53]([C:55]1[C:63]2[N:62]=[C:61]([NH:64][C:15]([C:13]3[CH:12]=[CH:11][CH:10]=[C:9]([C:8]#[C:7][C:1]4[CH:2]=[CH:3][CH:4]=[CH:5][CH:6]=4)[N:14]=3)=[O:17])[NH:60][C:59]=2[CH:58]=[CH:57][CH:56]=1)=[O:54]. The catalyst class is: 3. (2) Reactant: [Cl:1][C:2]1[CH:7]=[CH:6][C:5]([SH:8])=[CH:4][CH:3]=1.BrCCCCCC[N:16]1[C:20](=[O:21])[C:19]2=[CH:22][CH:23]=[CH:24][CH:25]=[C:18]2[C:17]1=[O:26].C([O-])([O-])=O.[K+].[K+]. Product: [Cl:1][C:2]1[CH:7]=[CH:6][C:5]([S:8][CH2:6][CH2:7][CH2:2][CH2:3][CH2:4][CH2:5][C:25]2[CH:24]=[CH:23][CH:22]=[C:19]3[C:20]([NH:16][C:17](=[O:26])[C:18]=23)=[O:21])=[CH:4][CH:3]=1. The catalyst class is: 3. (3) Reactant: [Li]CCCC.[Br:6][C:7]1[CH:12]=[CH:11][CH:10]=[C:9](Br)[CH:8]=1.[CH3:14][Si:15](Cl)([CH3:17])[CH3:16].O. Product: [Br:6][C:7]1[CH:12]=[CH:11][CH:10]=[C:9]([Si:15]([CH3:17])([CH3:16])[CH3:14])[CH:8]=1. The catalyst class is: 28.